From a dataset of Catalyst prediction with 721,799 reactions and 888 catalyst types from USPTO. Predict which catalyst facilitates the given reaction. (1) Reactant: [Cl:1][C:2]1[CH:9]=[CH:8][C:5]([CH:6]=O)=[C:4]([CH3:10])[CH:3]=1.C(O)(=O)C.[N+:15]([CH3:18])([O-:17])=[O:16]. Product: [Cl:1][C:2]1[CH:9]=[CH:8][C:5](/[CH:6]=[CH:18]/[N+:15]([O-:17])=[O:16])=[C:4]([CH3:10])[CH:3]=1. The catalyst class is: 6. (2) Reactant: [CH:1]1([CH2:7][OH:8])[CH2:6][CH2:5][CH2:4][CH2:3][CH2:2]1.CC(C)([O-])C.[Na+].Cl[C:16]1[N:24]=[C:23]2[C:19]([N:20]=[CH:21][N:22]2[CH:25]2[CH2:30][CH2:29][CH2:28][CH2:27][O:26]2)=[C:18]([NH2:31])[N:17]=1. Product: [CH:1]1([CH2:7][O:8][C:16]2[N:24]=[C:23]3[C:19]([N:20]=[CH:21][N:22]3[CH:25]3[CH2:30][CH2:29][CH2:28][CH2:27][O:26]3)=[C:18]([NH2:31])[N:17]=2)[CH2:6][CH2:5][CH2:4][CH2:3][CH2:2]1. The catalyst class is: 149. (3) Reactant: C(=O)(O)[O-].[Br:5][C:6]1[CH:11]=[CH:10][CH:9]=[C:8]([CH2:12]Br)[C:7]=1[CH2:14]Br.[CH2:16]([NH2:23])[C:17]1[CH:22]=[CH:21][CH:20]=[CH:19][CH:18]=1. Product: [CH2:16]([N:23]1[CH2:14][C:7]2[C:8](=[CH:9][CH:10]=[CH:11][C:6]=2[Br:5])[CH2:12]1)[C:17]1[CH:22]=[CH:21][CH:20]=[CH:19][CH:18]=1. The catalyst class is: 23. (4) Reactant: Cl[CH2:2][CH2:3][CH2:4][O:5][C:6]1[CH:11]=[CH:10][CH:9]=[C:8]([O:12][CH3:13])[CH:7]=1.[CH3:14][NH2:15]. Product: [CH3:13][O:12][C:8]1[CH:7]=[C:6]([CH:11]=[CH:10][CH:9]=1)[O:5][CH2:4][CH2:3][CH2:2][NH:15][CH3:14]. The catalyst class is: 5. (5) Product: [CH3:1][C:2]1([CH3:12])[CH2:6][C:5]2[CH:7]=[CH:8][CH:9]=[C:10]([O:11][CH2:13][CH:15]3[CH2:16][O:17]3)[C:4]=2[O:3]1. Reactant: [CH3:1][C:2]1([CH3:12])[CH2:6][C:5]2[CH:7]=[CH:8][CH:9]=[C:10]([OH:11])[C:4]=2[O:3]1.[CH2:13]([CH:15]1[O:17][CH2:16]1)Cl. The catalyst class is: 74. (6) Reactant: Br[C:2]1[CH:9]=[C:8]([F:10])[CH:7]=[C:6]([N:11]2[N:20]=[CH:19][C:18]3[C:13](=[C:14]([F:25])[CH:15]=[C:16]([C:21]([CH3:24])([CH3:23])[CH3:22])[CH:17]=3)[C:12]2=[O:26])[C:3]=1[CH:4]=[O:5].[CH3:27][C@H:28]1[CH2:33][N:32]([CH:34]2[CH2:37][O:36][CH2:35]2)[C@H:31]([CH3:38])[CH2:30][N:29]1[C:39]1[CH:40]=[CH:41][C:42]([NH:45][C:46]2[C:47](=[O:62])[N:48]([CH3:61])[CH:49]=[C:50](B3OC(C)(C)C(C)(C)O3)[CH:51]=2)=[N:43][CH:44]=1.[O-]P([O-])([O-])=O.[K+].[K+].[K+].C([O-])(=O)C.[Na+]. Product: [C:21]([C:16]1[CH:17]=[C:18]2[C:13](=[C:14]([F:25])[CH:15]=1)[C:12](=[O:26])[N:11]([C:6]1[CH:7]=[C:8]([F:10])[CH:9]=[C:2]([C:50]3[CH:51]=[C:46]([NH:45][C:42]4[CH:41]=[CH:40][C:39]([N:29]5[CH2:30][C@@H:31]([CH3:38])[N:32]([CH:34]6[CH2:37][O:36][CH2:35]6)[CH2:33][C@@H:28]5[CH3:27])=[CH:44][N:43]=4)[C:47](=[O:62])[N:48]([CH3:61])[CH:49]=3)[C:3]=1[CH:4]=[O:5])[N:20]=[CH:19]2)([CH3:22])([CH3:24])[CH3:23]. The catalyst class is: 379. (7) Reactant: [F:1][C:2]([F:15])([F:14])[C:3]1[CH:13]=[CH:12][CH:11]=[CH:10][C:4]=1[CH2:5][S:6][C:7](=O)[CH3:8].CO.[CH3:18][O:19][C:20]([C:22]1C(CBr)=[CH:26][CH:25]=[CH:24][N:23]=1)=[O:21].C(OC(=O)C)C.C1CCCCC1. Product: [CH3:18][O:19][C:20]([C:22]1[C:8]([CH2:7][S:6][CH2:5][C:4]2[CH:10]=[CH:11][CH:12]=[CH:13][C:3]=2[C:2]([F:15])([F:14])[F:1])=[CH:26][CH:25]=[CH:24][N:23]=1)=[O:21]. The catalyst class is: 6. (8) Product: [CH3:28][O:27][C:23](=[O:26])[CH2:24][CH2:25][N:7]1[C:6]2[CH:15]=[C:2]([Cl:1])[CH:3]=[C:4]([Cl:16])[C:5]=2[O:10][C@@H:9]([CH:11]([CH3:12])[CH3:13])[C:8]1=[O:14]. Reactant: [Cl:1][C:2]1[CH:3]=[C:4]([Cl:16])[C:5]2[O:10][C@@H:9]([CH:11]([CH3:13])[CH3:12])[C:8](=[O:14])[NH:7][C:6]=2[CH:15]=1.C(=O)([O-])[O-].[K+].[K+].[C:23]([O:27][CH3:28])(=[O:26])[CH:24]=[CH2:25].C(O)(=O)CC(CC(O)=O)(C(O)=O)O. The catalyst class is: 9.